This data is from Full USPTO retrosynthesis dataset with 1.9M reactions from patents (1976-2016). The task is: Predict the reactants needed to synthesize the given product. (1) Given the product [Br:3][C:4]1[CH:5]=[CH:6][C:7]2[C:8]3[CH2:16][N:15]([C:17]([O:19][C:20]([CH3:23])([CH3:22])[CH3:21])=[O:18])[CH2:14][CH2:13][C:9]=3[N:10]([CH3:24])[C:11]=2[CH:12]=1, predict the reactants needed to synthesize it. The reactants are: [H-].[Na+].[Br:3][C:4]1[CH:5]=[CH:6][C:7]2[C:8]3[CH2:16][N:15]([C:17]([O:19][C:20]([CH3:23])([CH3:22])[CH3:21])=[O:18])[CH2:14][CH2:13][C:9]=3[NH:10][C:11]=2[CH:12]=1.[CH3:24]I. (2) Given the product [OH:3][CH2:4][C:6]1[CH:11]([CH3:12])[CH:10]([CH2:13][C:14]2[CH:19]=[CH:18][C:17]([O:20][CH2:21][CH2:22][N:23]3[CH2:24][CH2:25][CH2:26][CH2:27][CH2:28]3)=[CH:16][CH:15]=2)[CH:9]([C:29]2[CH:30]=[CH:31][C:32]([OH:35])=[CH:33][CH:34]=2)[CH2:8][CH:7]=1, predict the reactants needed to synthesize it. The reactants are: C([O:3][C:4]([CH:6]1[CH:11]([CH3:12])[CH:10]([CH2:13][C:14]2[CH:19]=[CH:18][C:17]([O:20][CH2:21][CH2:22][N:23]3[CH2:28][CH2:27][CH2:26][CH2:25][CH2:24]3)=[CH:16][CH:15]=2)[C:9]([C:29]2[CH:34]=[CH:33][C:32]([OH:35])=[CH:31][CH:30]=2)=[CH:8][CH2:7]1)=O)C.CC(C[AlH]CC(C)C)C. (3) The reactants are: [Br:1][C:2]1[C:3](F)=[C:4]2[C:10]([NH:11][C:12](=[O:23])[C:13]3[CH:18]=[CH:17][CH:16]=[C:15]([C:19]([F:22])([F:21])[F:20])[CH:14]=3)=[CH:9][NH:8][C:5]2=[N:6][CH:7]=1.[NH:25]1[CH2:30][CH2:29][CH2:28][C@@H:27]([NH:31][C:32](=[O:38])[O:33][C:34]([CH3:37])([CH3:36])[CH3:35])[CH2:26]1. Given the product [Br:1][C:2]1[C:3]([N:25]2[CH2:30][CH2:29][CH2:28][C@@H:27]([NH:31][C:32](=[O:38])[O:33][C:34]([CH3:36])([CH3:35])[CH3:37])[CH2:26]2)=[C:4]2[C:10]([NH:11][C:12](=[O:23])[C:13]3[CH:18]=[CH:17][CH:16]=[C:15]([C:19]([F:22])([F:21])[F:20])[CH:14]=3)=[CH:9][NH:8][C:5]2=[N:6][CH:7]=1, predict the reactants needed to synthesize it. (4) Given the product [NH2:1][C:4]1[CH:28]=[CH:27][C:26]([N:29]2[CH2:34][CH2:33][CH2:32][CH2:31][CH2:30]2)=[CH:25][C:5]=1[C:6]([NH:8][C:9]1[CH:10]=[N:11][C:12]([C:15]2[CH:20]=[CH:19][CH:18]=[C:17]([C:21]([F:23])([F:24])[F:22])[CH:16]=2)=[N:13][CH:14]=1)=[O:7], predict the reactants needed to synthesize it. The reactants are: [N+:1]([C:4]1[CH:28]=[CH:27][C:26]([N:29]2[CH2:34][CH2:33][CH2:32][CH2:31][CH2:30]2)=[CH:25][C:5]=1[C:6]([NH:8][C:9]1[CH:10]=[N:11][C:12]([C:15]2[CH:20]=[CH:19][CH:18]=[C:17]([C:21]([F:24])([F:23])[F:22])[CH:16]=2)=[N:13][CH:14]=1)=[O:7])([O-])=O.CO. (5) Given the product [OH:1][C:2]1[CH:7]=[CH:6][C:5]([C:12]2[C:16]3[CH:17]=[C:18]([C:21]([O:23][CH3:24])=[O:22])[CH:19]=[CH:20][C:15]=3[S:14][CH:13]=2)=[CH:4][CH:3]=1, predict the reactants needed to synthesize it. The reactants are: [OH:1][C:2]1[CH:7]=[CH:6][C:5](B(O)O)=[CH:4][CH:3]=1.Br[C:12]1[C:16]2[CH:17]=[C:18]([C:21]([O:23][CH3:24])=[O:22])[CH:19]=[CH:20][C:15]=2[S:14][CH:13]=1.C(=O)([O-])[O-].[Na+].[Na+].C(OCC)(=O)C.